Dataset: Catalyst prediction with 721,799 reactions and 888 catalyst types from USPTO. Task: Predict which catalyst facilitates the given reaction. (1) Reactant: ClC1C=C(N([C@H]2CC[C@H](N(C)C)CC2)CC)C(C)=C(C=1)C(O)=O.[Cl:24][C:25]1[CH:26]=[C:27]([N:47]([CH2:57][CH3:58])[C@H:48]2[CH2:53][CH2:52][C@H:51]([N:54]([CH3:56])[CH3:55])[CH2:50][CH2:49]2)[C:28]([CH3:46])=[C:29]([CH:45]=1)[C:30]([NH:32][CH2:33]C1C(=O)N2NC=CC2=CC=1C)=[O:31].O=[C:60]([CH2:67][CH2:68][CH2:69][CH3:70])[CH2:61][C:62]([O:64][CH2:65]C)=O.C(N(CC)CC)C.C1CN([P+](O[N:95]2[N:103]=NC3C=CC=C[C:96]2=3)(N2CCCC2)N2CCCC2)CC1.F[P-](F)(F)(F)(F)F. Product: [CH2:67]([C:60]1[C:61]([CH2:33][NH:32][C:30](=[O:31])[C:29]2[CH:45]=[C:25]([Cl:24])[CH:26]=[C:27]([N:47]([C@H:48]3[CH2:53][CH2:52][C@H:51]([N:54]([CH3:56])[CH3:55])[CH2:50][CH2:49]3)[CH2:57][CH3:58])[C:28]=2[CH3:46])=[C:62]([O:64][CH3:65])[N:95]([CH3:96])[N:103]=1)[CH2:68][CH2:69][CH3:70]. The catalyst class is: 16. (2) Reactant: [H-].[H-].[H-].[H-].[Li+].[Al+3].OS(O)(=O)=O.[C:12]([C:14]1[CH:22]=[CH:21][C:17]([C:18](O)=[O:19])=[CH:16][CH:15]=1)#[N:13]. Product: [NH2:13][CH2:12][C:14]1[CH:22]=[CH:21][C:17]([CH2:18][OH:19])=[CH:16][CH:15]=1. The catalyst class is: 28.